From a dataset of NCI-60 drug combinations with 297,098 pairs across 59 cell lines. Regression. Given two drug SMILES strings and cell line genomic features, predict the synergy score measuring deviation from expected non-interaction effect. Drug 1: C1CN(CCN1C(=O)CCBr)C(=O)CCBr. Drug 2: COCCOC1=C(C=C2C(=C1)C(=NC=N2)NC3=CC=CC(=C3)C#C)OCCOC.Cl. Cell line: PC-3. Synergy scores: CSS=30.0, Synergy_ZIP=-3.57, Synergy_Bliss=5.07, Synergy_Loewe=4.94, Synergy_HSA=5.15.